This data is from NCI-60 drug combinations with 297,098 pairs across 59 cell lines. The task is: Regression. Given two drug SMILES strings and cell line genomic features, predict the synergy score measuring deviation from expected non-interaction effect. (1) Drug 1: C1CCC(C1)C(CC#N)N2C=C(C=N2)C3=C4C=CNC4=NC=N3. Drug 2: C1=NC(=NC(=O)N1C2C(C(C(O2)CO)O)O)N. Cell line: SK-MEL-5. Synergy scores: CSS=-12.7, Synergy_ZIP=10.5, Synergy_Bliss=2.65, Synergy_Loewe=-20.6, Synergy_HSA=-16.2. (2) Drug 1: COC1=CC(=CC(=C1O)OC)C2C3C(COC3=O)C(C4=CC5=C(C=C24)OCO5)OC6C(C(C7C(O6)COC(O7)C8=CC=CS8)O)O. Drug 2: C1=NC(=NC(=O)N1C2C(C(C(O2)CO)O)O)N. Cell line: 786-0. Synergy scores: CSS=10.3, Synergy_ZIP=0.756, Synergy_Bliss=1.66, Synergy_Loewe=-6.70, Synergy_HSA=1.81. (3) Drug 1: CC1C(C(CC(O1)OC2CC(CC3=C2C(=C4C(=C3O)C(=O)C5=C(C4=O)C(=CC=C5)OC)O)(C(=O)CO)O)N)O.Cl. Drug 2: C(CC(=O)O)C(=O)CN.Cl. Cell line: SK-MEL-5. Synergy scores: CSS=2.87, Synergy_ZIP=-4.46, Synergy_Bliss=-3.48, Synergy_Loewe=-5.22, Synergy_HSA=-2.16. (4) Drug 1: CCN(CC)CCCC(C)NC1=C2C=C(C=CC2=NC3=C1C=CC(=C3)Cl)OC. Drug 2: CC(C)CN1C=NC2=C1C3=CC=CC=C3N=C2N. Cell line: SK-MEL-28. Synergy scores: CSS=6.00, Synergy_ZIP=-3.54, Synergy_Bliss=-7.03, Synergy_Loewe=-8.05, Synergy_HSA=-9.24. (5) Drug 1: C1=CC(=CC=C1CCCC(=O)O)N(CCCl)CCCl. Drug 2: C1=NC2=C(N=C(N=C2N1C3C(C(C(O3)CO)O)O)F)N. Cell line: T-47D. Synergy scores: CSS=22.1, Synergy_ZIP=-7.10, Synergy_Bliss=-6.95, Synergy_Loewe=-7.63, Synergy_HSA=-7.09.